The task is: Predict the product of the given reaction.. This data is from Forward reaction prediction with 1.9M reactions from USPTO patents (1976-2016). (1) Given the reactants [Cl:1][C:2]1[CH:3]=[C:4]([CH2:8][O:9][C:10]2[CH:19]=[C:18]3[C:13]([CH:14]=[C:15]([C:20]([O:22]CC)=[O:21])[CH:16]=[N:17]3)=[CH:12][CH:11]=2)[CH:5]=[CH:6][CH:7]=1.[Li+].[OH-], predict the reaction product. The product is: [Cl:1][C:2]1[CH:3]=[C:4]([CH:5]=[CH:6][CH:7]=1)[CH2:8][O:9][C:10]1[CH:19]=[C:18]2[C:13]([CH:14]=[C:15]([C:20]([OH:22])=[O:21])[CH:16]=[N:17]2)=[CH:12][CH:11]=1. (2) Given the reactants [CH3:1][O:2][C:3](=[O:13])[C:4]1[CH:9]=[C:8](Cl)[C:7]([O:11][CH3:12])=[N:6][CH:5]=1, predict the reaction product. The product is: [CH3:1][O:2][C:3](=[O:13])[C:4]1[CH:9]=[C:8]([CH:3]=[C:4]([CH3:9])[CH3:5])[C:7]([O:11][CH3:12])=[N:6][CH:5]=1. (3) Given the reactants [Cl:1][C:2]1[CH:3]=[C:4]([CH2:42][C:43]([O:45]C)=[O:44])[CH:5]=[CH:6][C:7]=1[O:8][C:9]1[CH:29]=[CH:28][C:12]2[N:13](S(C3C=CC(Cl)=CC=3Cl)(=O)=O)[C:14]([CH3:16])=[N:15][C:11]=2[C:10]=1[NH:30][S:31]([C:34]1[CH:39]=[CH:38][C:37]([Cl:40])=[CH:36][C:35]=1[Cl:41])(=[O:33])=[O:32].[Li+].[OH-].Cl, predict the reaction product. The product is: [Cl:1][C:2]1[CH:3]=[C:4]([CH2:42][C:43]([OH:45])=[O:44])[CH:5]=[CH:6][C:7]=1[O:8][C:9]1[CH:29]=[CH:28][C:12]2[NH:13][C:14]([CH3:16])=[N:15][C:11]=2[C:10]=1[NH:30][S:31]([C:34]1[CH:39]=[CH:38][C:37]([Cl:40])=[CH:36][C:35]=1[Cl:41])(=[O:32])=[O:33]. (4) Given the reactants Cl.N1C=CC=CC=1.[CH:8]([C:11]1[CH:12]=[CH:13][C:14]([O:25]C)=[C:15]([C:17]([C:19]2[CH:24]=[CH:23][CH:22]=[CH:21][CH:20]=2)=[O:18])[CH:16]=1)([CH3:10])[CH3:9].Cl, predict the reaction product. The product is: [OH:25][C:14]1[CH:13]=[CH:12][C:11]([CH:8]([CH3:10])[CH3:9])=[CH:16][C:15]=1[C:17]([C:19]1[CH:20]=[CH:21][CH:22]=[CH:23][CH:24]=1)=[O:18]. (5) Given the reactants [C:1]1([C:7]2[C:8](=[O:25])[NH:9][C:10]([C:19]3[CH:24]=[CH:23][N:22]=[CH:21][CH:20]=3)=[N:11][C:12]=2[C:13]2[CH:18]=[CH:17][N:16]=[CH:15][CH:14]=2)[CH:6]=[CH:5][CH:4]=[CH:3][CH:2]=1.P(Cl)(Cl)(Cl)=O.Cl[C:32]1N=C(C2C=CN=CC=2)C(C2C=CC(F)=CC=2)=CN=1.ClC1C(C2C=CC=CC=2)=C(C2C=CN=CC=2)N=C(C2C=CN=CC=2)N=1.C[O-].[Na+], predict the reaction product. The product is: [CH3:32][O:25][C:8]1[C:7]([C:1]2[CH:2]=[CH:3][CH:4]=[CH:5][CH:6]=2)=[C:12]([C:13]2[CH:18]=[CH:17][N:16]=[CH:15][CH:14]=2)[N:11]=[C:10]([C:19]2[CH:24]=[CH:23][N:22]=[CH:21][CH:20]=2)[N:9]=1. (6) Given the reactants [Si](CO[C:20]1([CH2:23][O:24][C:25]2[C:30]([O:31][CH3:32])=[C:29]([O:33][CH3:34])[CH:28]=[CH:27][C:26]=2[C:35]2[CH:43]=[CH:42][CH:41]=[C:40]3[C:36]=2[CH2:37][CH2:38][C:39]3=[O:44])[CH2:22][CH2:21]1)(C(C)(C)C)(C1C=CC=CC=1)C1C=CC=CC=1.O.O.O.[F-].C([N+](CCCC)(CCCC)CCCC)CCC.[O:66]1CCC[CH2:67]1, predict the reaction product. The product is: [OH:66][CH2:67][C:20]1([CH2:23][O:24][C:25]2[C:30]([O:31][CH3:32])=[C:29]([O:33][CH3:34])[CH:28]=[CH:27][C:26]=2[C:35]2[CH:43]=[CH:42][CH:41]=[C:40]3[C:36]=2[CH2:37][CH2:38][C:39]3=[O:44])[CH2:22][CH2:21]1.